From a dataset of Full USPTO retrosynthesis dataset with 1.9M reactions from patents (1976-2016). Predict the reactants needed to synthesize the given product. (1) Given the product [F:1][C:2]1[C:11]([N+:13]([O-:15])=[O:14])=[CH:10][C:5]([C:6]([O:8][CH3:9])=[O:7])=[CH:4][C:3]=1[CH3:12], predict the reactants needed to synthesize it. The reactants are: [F:1][C:2]1[CH:11]=[CH:10][C:5]([C:6]([O:8][CH3:9])=[O:7])=[CH:4][C:3]=1[CH3:12].[N+:13]([O-])([OH:15])=[O:14]. (2) Given the product [C:1]([CH:5]1[CH2:6][CH2:7][CH:8]([CH:11]2[N:17]([C:30]([NH:29][C:24]3[CH:25]=[CH:26][C:27]([F:28])=[C:22]([F:21])[CH:23]=3)=[O:31])[CH2:16][CH2:15][CH2:14][N:13]3[CH:18]=[CH:19][CH:20]=[C:12]23)[CH2:9][CH2:10]1)([CH3:4])([CH3:2])[CH3:3], predict the reactants needed to synthesize it. The reactants are: [C:1]([CH:5]1[CH2:10][CH2:9][CH:8]([CH:11]2[NH:17][CH2:16][CH2:15][CH2:14][N:13]3[CH:18]=[CH:19][CH:20]=[C:12]23)[CH2:7][CH2:6]1)([CH3:4])([CH3:3])[CH3:2].[F:21][C:22]1[CH:23]=[C:24]([N:29]=[C:30]=[O:31])[CH:25]=[CH:26][C:27]=1[F:28]. (3) Given the product [CH3:36][O:37][N:19]([CH3:20])[C:15](=[O:46])[C:12]1[CH:11]=[CH:10][CH:9]=[CH:14][CH:13]=1, predict the reactants needed to synthesize it. The reactants are: C1(N2[C:14]3[C:9](=[CH:10][CH:11]=[C:12]([C:15]4[N:19]([C:20]5C=CC(C(O)=O)=CC=5)N=CC=4)[CH:13]=3)C(CC)=N2)CCCC1.C1N=CN([C:36](N2C=NC=C2)=[O:37])C=1.Cl.CN[O:46]C.O. (4) Given the product [NH2:25][C:21]1[O:1][C:2]2[C:10]([CH:19]([C:15]3[CH:16]=[N:17][CH:18]=[C:13]([CH3:12])[CH:14]=3)[C:22]=1[C:23]#[N:24])=[CH:9][CH:8]=[C:7]1[N:6]([CH3:11])[CH2:5][CH2:4][C:3]=21, predict the reactants needed to synthesize it. The reactants are: [OH:1][C:2]1[CH:10]=[CH:9][CH:8]=[C:7]2[C:3]=1[CH2:4][CH2:5][N:6]2[CH3:11].[CH3:12][C:13]1[CH:14]=[C:15]([CH:19]=O)[CH:16]=[N:17][CH:18]=1.[C:21](#[N:25])[CH2:22][C:23]#[N:24].